From a dataset of Reaction yield outcomes from USPTO patents with 853,638 reactions. Predict the reaction yield, written as a fraction of the theoretical maximum amount of product (1.0 means a 100% yield; for example, 0.34 means a 34% yield). The reactants are [C:1]([O:5][C:6]([N:8]1[CH2:12][CH2:11][CH2:10][CH:9]1[C:13]1[NH:14][C:15]([C:18]2[CH:30]=[CH:29][C:28]3[C:27]4[C:22](=[CH:23][C:24](Br)=[CH:25][CH:26]=4)[C:21]([F:33])([F:32])[C:20]=3[CH:19]=2)=[CH:16][N:17]=1)=[O:7])([CH3:4])([CH3:3])[CH3:2].[C:34]([O:38][C:39]([N:41]1[CH2:45][CH2:44][CH2:43][CH:42]1[C:46]1[NH:50][C:49]2[CH:51]=[C:52](B3OC(C)(C)C(C)(C)O3)[CH:53]=[CH:54][C:48]=2[N:47]=1)=[O:40])([CH3:37])([CH3:36])[CH3:35].C(=O)([O-])[O-].[K+].[K+]. The catalyst is COCCOC.O.C(OCC)(=O)C.C1C=CC(P(C2C=CC=CC=2)[C-]2C=CC=C2)=CC=1.C1C=CC(P(C2C=CC=CC=2)[C-]2C=CC=C2)=CC=1.Cl[Pd]Cl.[Fe+2].C1C=CC([P]([Pd]([P](C2C=CC=CC=2)(C2C=CC=CC=2)C2C=CC=CC=2)([P](C2C=CC=CC=2)(C2C=CC=CC=2)C2C=CC=CC=2)[P](C2C=CC=CC=2)(C2C=CC=CC=2)C2C=CC=CC=2)(C2C=CC=CC=2)C2C=CC=CC=2)=CC=1. The product is [C:1]([O:5][C:6]([N:8]1[CH2:12][CH2:11][CH2:10][CH:9]1[C:13]1[NH:14][C:15]([C:18]2[CH:30]=[CH:29][C:28]3[C:27]4[C:22](=[CH:23][C:24]([C:52]5[CH:53]=[CH:54][C:48]6[N:47]=[C:46]([CH:42]7[CH2:43][CH2:44][CH2:45][N:41]7[C:39]([O:38][C:34]([CH3:35])([CH3:36])[CH3:37])=[O:40])[NH:50][C:49]=6[CH:51]=5)=[CH:25][CH:26]=4)[C:21]([F:33])([F:32])[C:20]=3[CH:19]=2)=[CH:16][N:17]=1)=[O:7])([CH3:4])([CH3:3])[CH3:2]. The yield is 0.430.